This data is from Reaction yield outcomes from USPTO patents with 853,638 reactions. The task is: Predict the reaction yield, written as a fraction of the theoretical maximum amount of product (1.0 means a 100% yield; for example, 0.34 means a 34% yield). (1) The reactants are [Br:1][C:2]1[C:7]([F:8])=[CH:6][C:5]([NH:9]C(=O)C)=[CH:4][C:3]=1[Cl:13].Cl. The catalyst is C(O)C. The product is [Br:1][C:2]1[C:7]([F:8])=[CH:6][C:5]([NH2:9])=[CH:4][C:3]=1[Cl:13]. The yield is 0.960. (2) The reactants are [N:1]12[CH2:8][CH2:7][C:4]([C:9]([C:16]3[CH:20]=[CH:19][S:18][CH:17]=3)([C:11]3[CH:15]=[CH:14][S:13][CH:12]=3)[OH:10])([CH2:5][CH2:6]1)[CH2:3][CH2:2]2.[C:21]1([O:27][CH2:28][CH2:29][CH2:30][Br:31])[CH:26]=[CH:25][CH:24]=[CH:23][CH:22]=1. The catalyst is CC#N. The product is [Br-:31].[OH:10][C:9]([C:11]1[CH:15]=[CH:14][S:13][CH:12]=1)([C:16]1[CH:20]=[CH:19][S:18][CH:17]=1)[C:4]12[CH2:7][CH2:8][N+:1]([CH2:30][CH2:29][CH2:28][O:27][C:21]3[CH:26]=[CH:25][CH:24]=[CH:23][CH:22]=3)([CH2:6][CH2:5]1)[CH2:2][CH2:3]2. The yield is 0.447.